Predict which catalyst facilitates the given reaction. From a dataset of Catalyst prediction with 721,799 reactions and 888 catalyst types from USPTO. Reactant: [CH3:1][C:2]([O:5][C:6]([NH:8][CH:9]1[CH2:14][CH2:13][NH:12][CH2:11][CH2:10]1)=[O:7])([CH3:4])[CH3:3].[O:15]1[C:19]2[CH:20]=[C:21]3[C:25](=[CH:26][C:18]=2[O:17][CH2:16]1)[C:24](=O)[CH2:23][CH2:22]3.[BH3-]C#N.[Na+].C([O-])(O)=O.[Na+]. Product: [C:2]([O:5][C:6](=[O:7])[NH:8][CH:9]1[CH2:10][CH2:11][N:12]([CH:22]2[C:21]3[C:25](=[CH:26][C:18]4[O:17][CH2:16][O:15][C:19]=4[CH:20]=3)[CH2:24][CH2:23]2)[CH2:13][CH2:14]1)([CH3:1])([CH3:3])[CH3:4]. The catalyst class is: 1.